Dataset: Peptide-MHC class II binding affinity with 134,281 pairs from IEDB. Task: Regression. Given a peptide amino acid sequence and an MHC pseudo amino acid sequence, predict their binding affinity value. This is MHC class II binding data. (1) The peptide sequence is SQDLELSWQLNGLQAY. The MHC is DRB1_1302 with pseudo-sequence DRB1_1302. The binding affinity (normalized) is 0.636. (2) The peptide sequence is LRHFQKDAKVLFQNW. The MHC is DRB1_0405 with pseudo-sequence DRB1_0405. The binding affinity (normalized) is 0.150. (3) The peptide sequence is PQPFRPQQPYPQPQPQYSQP. The MHC is DRB1_1101 with pseudo-sequence DRB1_1101. The binding affinity (normalized) is 0.297. (4) The peptide sequence is DTAGWDTRITEADLD. The MHC is HLA-DQA10501-DQB10302 with pseudo-sequence HLA-DQA10501-DQB10302. The binding affinity (normalized) is 0.247. (5) The MHC is DRB1_0301 with pseudo-sequence DRB1_0301. The binding affinity (normalized) is 0.161. The peptide sequence is CTNFKTQLVLSSMVN.